This data is from Full USPTO retrosynthesis dataset with 1.9M reactions from patents (1976-2016). The task is: Predict the reactants needed to synthesize the given product. (1) The reactants are: [CH3:1][N:2]1[CH2:7][CH2:6][C:5](=[C:8]2[C:14]3[CH:15]=[CH:16][CH:17]=[CH:18][C:13]=3[CH2:12][CH2:11][N:10]3[CH:19]=[CH:20][N:21]=[C:9]23)[CH2:4][CH2:3]1.[Cl:22]N1C(=O)CCC1=O. Given the product [Cl:22][C:19]1[N:10]2[C:9]([C:8](=[C:5]3[CH2:6][CH2:7][N:2]([CH3:1])[CH2:3][CH2:4]3)[C:14]3[CH:15]=[CH:16][CH:17]=[CH:18][C:13]=3[CH2:12][CH2:11]2)=[N:21][CH:20]=1, predict the reactants needed to synthesize it. (2) Given the product [Br:3][C:4]1[CH:16]=[CH:15][C:14]2[C:13]3[C:8]([C:7]4([CH:18]=[C:19]5[C:24]([C:23]([C:27]6[CH:32]=[CH:31][CH:30]=[CH:29][CH:28]=6)=[CH:22][CH:21]=[C:20]5[C:33]5[CH:34]=[CH:35][CH:36]=[CH:37][CH:38]=5)=[CH:25]4)[C:6]=2[CH:5]=1)=[CH:9][CH:10]=[CH:11][CH:12]=3, predict the reactants needed to synthesize it. The reactants are: [OH-].[Na+].[Br:3][C:4]1[CH:16]=[CH:15][C:14]2[C:13]3[C:8](=[CH:9][CH:10]=[CH:11][CH:12]=3)[CH2:7][C:6]=2[CH:5]=1.Br[CH2:18][C:19]1[C:24]([CH2:25]Br)=[C:23]([C:27]2[CH:32]=[CH:31][CH:30]=[CH:29][CH:28]=2)[CH:22]=[CH:21][C:20]=1[C:33]1[CH:38]=[CH:37][CH:36]=[CH:35][CH:34]=1. (3) The reactants are: ClC1C(C2C=CC=CC=2)=N[N:5]=[C:4]2N(C)N=C(C3C=CC(C#N)=CC=3)C=12.[Cl:26][C:27]1[C:32]([C:33]2[CH:38]=[CH:37][CH:36]=[CH:35][CH:34]=2)=[N:31][N:30]=[C:29]2[N:39]([CH3:49])[N:40]=[C:41]([C:42]3[CH:47]=[CH:46][CH:45]=[C:44](I)[CH:43]=3)[C:28]=12.ClC1C(C2C=CC=CC=2)=NN=C2N(C)N=C(C3C=CC(I)=CC=3)C=12. Given the product [Cl:26][C:27]1[C:32]([C:33]2[CH:38]=[CH:37][CH:36]=[CH:35][CH:34]=2)=[N:31][N:30]=[C:29]2[N:39]([CH3:49])[N:40]=[C:41]([C:42]3[CH:43]=[C:44]([CH:45]=[CH:46][CH:47]=3)[C:4]#[N:5])[C:28]=12, predict the reactants needed to synthesize it. (4) Given the product [Cl:13][C:14]1[CH:19]=[C:18]([NH:1][C:2]2[CH:11]=[C:10]([F:12])[CH:9]=[CH:8][C:3]=2[C:4]([NH:6][CH3:7])=[O:5])[C:17]([Cl:21])=[CH:16][N:15]=1, predict the reactants needed to synthesize it. The reactants are: [NH2:1][C:2]1[CH:11]=[C:10]([F:12])[CH:9]=[CH:8][C:3]=1[C:4]([NH:6][CH3:7])=[O:5].[Cl:13][C:14]1[CH:19]=[C:18](I)[C:17]([Cl:21])=[CH:16][N:15]=1.[O-]P([O-])([O-])=O.[K+].[K+].[K+].C1C=CC(P(C2C(OC3C(P(C4C=CC=CC=4)C4C=CC=CC=4)=CC=CC=3)=CC=CC=2)C2C=CC=CC=2)=CC=1. (5) Given the product [CH3:21][C:22]([OH:25])([CH3:24])[CH2:23][N:12]1[CH:13]=[C:9]([B:4]2[O:5][C:6]([CH3:7])([CH3:8])[C:2]([CH3:14])([CH3:1])[O:3]2)[CH:10]=[N:11]1, predict the reactants needed to synthesize it. The reactants are: [CH3:1][C:2]1([CH3:14])[C:6]([CH3:8])([CH3:7])[O:5][B:4]([C:9]2[CH:10]=[N:11][NH:12][CH:13]=2)[O:3]1.C(=O)([O-])[O-].[Cs+].[Cs+].[CH3:21][C:22]1([O:25][CH2:24]1)[CH3:23]. (6) Given the product [CH3:1][C:2]1[CH:7]=[CH:6][C:5]([S:8]([N:11]2[C:15]3[C:14]4[N:13]([CH2:23][C:24](=[O:25])[NH:20][C:19]=4[CH:18]=[CH:17][CH:16]=3)[C:12]2=[O:28])(=[O:9])=[O:10])=[CH:4][CH:3]=1, predict the reactants needed to synthesize it. The reactants are: [CH3:1][C:2]1[CH:7]=[CH:6][C:5]([S:8]([N:11]2[C:15]3[CH:16]=[CH:17][CH:18]=[C:19]([N+:20]([O-])=O)[C:14]=3[N:13]([CH2:23][C:24](OC)=[O:25])[C:12]2=[O:28])(=[O:10])=[O:9])=[CH:4][CH:3]=1. (7) Given the product [Cl:23][CH2:24][C:25]([NH:1][C:2]1[CH:7]=[N:6][C:5]([C:8]2[N:13]=[C:12]([OH:14])[CH:11]=[C:10]([CH3:15])[N:9]=2)=[CH:4][CH:3]=1)=[O:26], predict the reactants needed to synthesize it. The reactants are: [NH2:1][C:2]1[CH:3]=[CH:4][C:5]([C:8]2[N:13]=[C:12]([OH:14])[CH:11]=[C:10]([CH3:15])[N:9]=2)=[N:6][CH:7]=1.C(N(CC)CC)C.[Cl:23][CH2:24][C:25](Cl)=[O:26]. (8) Given the product [CH2:1]([O:8][CH2:9][C:10]12[CH2:18][CH:14]3[CH2:15][CH:16]([CH2:17]1)[C:12]([C:19](=[O:20])[CH3:24])([CH2:13]3)[CH2:11]2)[C:2]1[CH:3]=[CH:4][CH:5]=[CH:6][CH:7]=1, predict the reactants needed to synthesize it. The reactants are: [CH2:1]([O:8][CH2:9][C:10]12[CH2:18][CH:14]3[CH2:15][CH:16]([CH2:17]1)[C:12]([C:19]1([CH3:24])OCC[O:20]1)([CH2:13]3)[CH2:11]2)[C:2]1[CH:7]=[CH:6][CH:5]=[CH:4][CH:3]=1.C1(C)C=CC(S(O)(=O)=O)=CC=1.